The task is: Predict which catalyst facilitates the given reaction.. This data is from Catalyst prediction with 721,799 reactions and 888 catalyst types from USPTO. (1) Reactant: [NH2:1][CH2:2][C:3]1([CH2:22][C:23]([O:25]CC)=[O:24])[CH2:7][N:6]([C:8]([O:10][C:11]([CH3:14])([CH3:13])[CH3:12])=[O:9])[C@H:5]([C:15]([O:17][C:18]([CH3:21])([CH3:20])[CH3:19])=[O:16])[CH2:4]1.[OH-].[Li+].O. Product: [NH2:1][CH2:2][C:3]1([CH2:22][C:23]([OH:25])=[O:24])[CH2:4][C@@H:5]([C:15]([O:17][C:18]([CH3:21])([CH3:20])[CH3:19])=[O:16])[N:6]([C:8]([O:10][C:11]([CH3:13])([CH3:12])[CH3:14])=[O:9])[CH2:7]1. The catalyst class is: 1. (2) Reactant: [O:1]1[CH:5]=[CH:4][C:3]([C:6]([OH:8])=O)=[N:2]1.C(N(CC)CC)C.CN(C(ON1N=NC2C=CC=NC1=2)=[N+](C)C)C.F[P-](F)(F)(F)(F)F.[NH2:40][CH2:41][CH2:42][CH2:43][CH2:44][C:45]1[N:50]=[C:49]2[N:51]([CH3:60])[C:52](=[O:59])[N:53]([CH2:54][C:55]([CH3:58])([CH3:57])[CH3:56])[C:48]2=[CH:47][CH:46]=1. Product: [CH3:56][C:55]([CH3:58])([CH3:57])[CH2:54][N:53]1[C:48]2[C:49](=[N:50][C:45]([CH2:44][CH2:43][CH2:42][CH2:41][NH:40][C:6]([C:3]3[CH:4]=[CH:5][O:1][N:2]=3)=[O:8])=[CH:46][CH:47]=2)[N:51]([CH3:60])[C:52]1=[O:59]. The catalyst class is: 4. (3) Reactant: CC(C[AlH]CC(C)C)C.[C:10]([C:12]1[CH:13]=[C:14]([CH:19]=[CH:20][C:21]=1[CH3:22])[C:15](OC)=[O:16])#N.[OH2:23].Cl. Product: [OH:16][CH2:15][C:14]1[CH:19]=[CH:20][C:21]([CH3:22])=[C:12]([CH:13]=1)[CH:10]=[O:23]. The catalyst class is: 2.